From a dataset of Forward reaction prediction with 1.9M reactions from USPTO patents (1976-2016). Predict the product of the given reaction. (1) The product is: [CH:1]1[C:9]2[C:8]3[CH2:10][CH2:11][CH2:12][CH2:13][C:7]=3[O:6][C:5]=2[CH:4]=[CH:3][C:2]=1[NH:14][C:15](=[O:21])[CH2:16][CH2:17][CH2:18][CH2:19][CH3:20]. Given the reactants [CH2:1]1[C:9]2[C:8]3[CH:10]=[CH:11][CH:12]=[CH:13][C:7]=3[O:6][C:5]=2[CH2:4][CH2:3][CH:2]1[NH2:14].[C:15](Cl)(=[O:21])[CH2:16][CH2:17][CH2:18][CH2:19][CH3:20], predict the reaction product. (2) Given the reactants [CH:1]([C:3]1[CH:12]=[CH:11][C:6]([C:7]([O:9][CH3:10])=[O:8])=[CH:5][CH:4]=1)=O.[N:13]1[CH:18]=[CH:17][C:16]([CH2:19][CH2:20][NH2:21])=[CH:15][CH:14]=1.[OH:22]/[C:23](=[CH:29]\[C:30](=[O:37])[C:31]1[CH:36]=[CH:35][N:34]=[CH:33][CH:32]=1)/[C:24](OCC)=[O:25], predict the reaction product. The product is: [OH:22][C:23]1[C:24](=[O:25])[N:21]([CH2:20][CH2:19][C:16]2[CH:17]=[CH:18][N:13]=[CH:14][CH:15]=2)[CH:1]([C:3]2[CH:12]=[CH:11][C:6]([C:7]([O:9][CH3:10])=[O:8])=[CH:5][CH:4]=2)[C:29]=1[C:30](=[O:37])[C:31]1[CH:32]=[CH:33][N:34]=[CH:35][CH:36]=1. (3) Given the reactants P([O-])([O-])([O-])=O.[K+].[K+].[K+].[NH2:9][C:10]1[C:17]([N+:18]([O-:20])=[O:19])=[C:16]([N:21]2[CH2:25][CH2:24][C@H:23]([N:26]([CH3:28])[CH3:27])[CH2:22]2)[C:15](Br)=[C:14]([CH3:30])[C:11]=1[C:12]#[N:13].[C:31]1(B(O)O)[CH:36]=[CH:35][CH:34]=[CH:33][CH:32]=1, predict the reaction product. The product is: [NH2:9][C:10]1[C:17]([N+:18]([O-:20])=[O:19])=[C:16]([N:21]2[CH2:25][CH2:24][C@H:23]([N:26]([CH3:28])[CH3:27])[CH2:22]2)[C:15]([C:31]2[CH:36]=[CH:35][CH:34]=[CH:33][CH:32]=2)=[C:14]([CH3:30])[C:11]=1[C:12]#[N:13].